Dataset: Reaction yield outcomes from USPTO patents with 853,638 reactions. Task: Predict the reaction yield, written as a fraction of the theoretical maximum amount of product (1.0 means a 100% yield; for example, 0.34 means a 34% yield). The reactants are [Cl:1][C:2]1[CH:3]=[C:4]([CH:21]=[CH:22][C:23]=1[NH:24][C:25]([NH:27][CH2:28][CH3:29])=[O:26])[O:5][C:6]1[C:15]2[C:10](=[CH:11][C:12]([O:19][CH3:20])=[C:13]([C:16]([OH:18])=O)[CH:14]=2)[N:9]=[CH:8][CH:7]=1.CN.CO.[CH2:34]([N:36](CC)CC)C.F[P-](F)(F)(F)(F)F.CN([PH+](N(C)C)N(C)C)C. The catalyst is CN(C)C=O.O.C(OCC)(=O)C. The product is [CH3:34][NH:36][C:16]([C:13]1[CH:14]=[C:15]2[C:10](=[CH:11][C:12]=1[O:19][CH3:20])[N:9]=[CH:8][CH:7]=[C:6]2[O:5][C:4]1[CH:21]=[CH:22][C:23]([NH:24][C:25]([NH:27][CH2:28][CH3:29])=[O:26])=[C:2]([Cl:1])[CH:3]=1)=[O:18]. The yield is 0.740.